The task is: Predict the reactants needed to synthesize the given product.. This data is from Full USPTO retrosynthesis dataset with 1.9M reactions from patents (1976-2016). (1) Given the product [C:24]1([C:21]2[CH:22]=[CH:23][C:18]3[N:19]([C:15]([CH2:14][NH:13][C:7]4[CH:8]=[CH:9][N:10]=[C:11]5[C:6]=4[N:5]=[CH:4][C:3]([OH:2])=[CH:12]5)=[N:16][N:17]=3)[N:20]=2)[CH:25]=[CH:26][CH:27]=[CH:28][CH:29]=1, predict the reactants needed to synthesize it. The reactants are: C[O:2][C:3]1[CH:12]=[C:11]2[C:6]([C:7]([NH:13][CH2:14][C:15]3[N:19]4[N:20]=[C:21]([C:24]5[CH:29]=[CH:28][CH:27]=[CH:26][CH:25]=5)[CH:22]=[CH:23][C:18]4=[N:17][N:16]=3)=[CH:8][CH:9]=[N:10]2)=[N:5][CH:4]=1.[OH-].[Na+]. (2) The reactants are: [N:1]1[CH:6]=[CH:5][CH:4]=[C:3]2[CH2:7][CH2:8][CH2:9][C:2]=12.[O-:10]S([O-])(=O)=O.[Mg+2].[O-][Mn](=O)(=O)=O.[K+].[BH4-].[Na+]. Given the product [N:1]1[CH:6]=[CH:5][CH:4]=[C:3]2[CH:7]([OH:10])[CH2:8][CH2:9][C:2]=12, predict the reactants needed to synthesize it. (3) Given the product [Cl:1][C:2]1[C:10]([OH:11])=[CH:9][C:8]([I:12])=[C:7]2[C:3]=1[CH2:4][NH:5][C:6]2=[O:13], predict the reactants needed to synthesize it. The reactants are: [Cl:1][C:2]1[C:10]([OH:11])=[CH:9][C:8]([I:12])=[C:7]2[C:3]=1[CH2:4][N:5](C(C)(C1C=CC=CC=1)C)[C:6]2=[O:13].Cl.CO. (4) Given the product [CH3:1][C:2]1[O:6][C:5]([C:7]2[CH:8]=[CH:9][CH:10]=[CH:11][CH:12]=2)=[N:4][C:3]=1[CH:13]=[CH:7][C:5]([O:6][CH2:2][CH3:1])=[O:16], predict the reactants needed to synthesize it. The reactants are: [CH3:1][C:2]1[O:6][C:5]([C:7]2[CH:12]=[CH:11][CH:10]=[CH:9][CH:8]=2)=[N:4][C:3]=1[CH:13]=O.[Li+].[OH-:16]. (5) Given the product [C:1]([O:5][C:6]([N:8]1[CH2:9][CH2:10][CH:11]([C:14]([CH:36]2[C:37](=[O:39])[O:38][C:33]([CH3:41])([CH3:32])[O:34][C:35]2=[O:40])=[O:16])[CH2:12][CH2:13]1)=[O:7])([CH3:2])([CH3:3])[CH3:4], predict the reactants needed to synthesize it. The reactants are: [C:1]([O:5][C:6]([N:8]1[CH2:13][CH2:12][CH:11]([C:14]([OH:16])=O)[CH2:10][CH2:9]1)=[O:7])([CH3:4])([CH3:3])[CH3:2].C1CCC(N=C=NC2CCCCC2)CC1.[CH3:32][C:33]1([CH3:41])[O:38][C:37](=[O:39])[CH2:36][C:35](=[O:40])[O:34]1. (6) Given the product [CH3:1][N:2]1[CH2:6][CH2:5][CH:4]([CH2:7][O:8][C:12]2[CH:13]=[C:14]([CH:17]=[CH:18][CH:19]=2)[C:15]#[N:16])[CH2:3]1, predict the reactants needed to synthesize it. The reactants are: [CH3:1][N:2]1[CH2:6][CH2:5][CH:4]([CH2:7][OH:8])[CH2:3]1.[H-].[Na+].F[C:12]1[CH:13]=[C:14]([CH:17]=[CH:18][CH:19]=1)[C:15]#[N:16].